From a dataset of hERG Central: cardiac toxicity at 1µM, 10µM, and general inhibition. Predict hERG channel inhibition at various concentrations. (1) The compound is Cc1ccc2[nH]c3c(c2c1)CN(C(=O)CN1CCN(Cc2ccc4c(c2)OCO4)CC1)CC3. Results: hERG_inhib (hERG inhibition (general)): blocker. (2) The drug is Cc1ccc(C2(C)NC(=O)N(CC(=O)N3CCN(S(=O)(=O)c4ccc(Cl)s4)CC3)C2=O)cc1. Results: hERG_inhib (hERG inhibition (general)): blocker. (3) The molecule is CSCCC(=O)N1CCCC(CNC(=O)c2ccc(-c3ccccc3)cc2)C1. Results: hERG_inhib (hERG inhibition (general)): blocker. (4) The molecule is COc1cc(C(=O)OC(C)C(=O)NC(=O)NC2CCCCC2)ccc1OC(F)F. Results: hERG_inhib (hERG inhibition (general)): blocker. (5) The drug is Cc1ccccc1NC(=O)NCC1CCN(Cc2cccc(Cl)c2)CC1. Results: hERG_inhib (hERG inhibition (general)): blocker.